Dataset: Peptide-MHC class II binding affinity with 134,281 pairs from IEDB. Task: Regression. Given a peptide amino acid sequence and an MHC pseudo amino acid sequence, predict their binding affinity value. This is MHC class II binding data. (1) The peptide sequence is GLAFQEMENFLGPIA. The MHC is HLA-DQA10501-DQB10302 with pseudo-sequence HLA-DQA10501-DQB10302. The binding affinity (normalized) is 0.441. (2) The peptide sequence is GDRGAPKRGSGKDSHHPARTA. The MHC is HLA-DPA10103-DPB10401 with pseudo-sequence HLA-DPA10103-DPB10401. The binding affinity (normalized) is 0.0616. (3) The peptide sequence is ECYTGFRSLIDDT. The MHC is HLA-DPA10301-DPB10402 with pseudo-sequence HLA-DPA10301-DPB10402. The binding affinity (normalized) is 0.339.